From a dataset of Reaction yield outcomes from USPTO patents with 853,638 reactions. Predict the reaction yield, written as a fraction of the theoretical maximum amount of product (1.0 means a 100% yield; for example, 0.34 means a 34% yield). The reactants are [Br:1][C:2]1[C:3]([F:10])=[C:4]([CH2:8][NH2:9])[CH:5]=[CH:6][CH:7]=1.C([O-])([O-])=O.[Na+].[Na+].[CH3:17][C:18]([O:21][C:22](O[C:22]([O:21][C:18]([CH3:20])([CH3:19])[CH3:17])=[O:23])=[O:23])([CH3:20])[CH3:19]. The catalyst is C(Cl)Cl. The product is [Br:1][C:2]1[C:3]([F:10])=[C:4]([CH2:8][NH:9][C:22](=[O:23])[O:21][C:18]([CH3:20])([CH3:19])[CH3:17])[CH:5]=[CH:6][CH:7]=1. The yield is 0.940.